From a dataset of Forward reaction prediction with 1.9M reactions from USPTO patents (1976-2016). Predict the product of the given reaction. (1) Given the reactants [CH3:1][O:2][C:3]1[C:8]2[CH2:9][CH2:10][CH:11]([N:14]3[CH2:19][CH2:18][O:17][CH2:16][CH2:15]3)[CH2:12][CH2:13][C:7]=2[CH:6]=[CH:5][C:4]=1[NH2:20].Cl[C:22]1[N:27]=[C:26]([NH:28][C@@H:29]2[CH2:34][CH2:33][CH2:32][CH2:31][C@H:30]2[NH:35][S:36]([CH3:39])(=[O:38])=[O:37])[C:25]([Cl:40])=[CH:24][N:23]=1, predict the reaction product. The product is: [Cl:40][C:25]1[C:26]([NH:28][C@@H:29]2[CH2:34][CH2:33][CH2:32][CH2:31][C@H:30]2[NH:35][S:36]([CH3:39])(=[O:38])=[O:37])=[N:27][C:22]([NH:20][C:4]2[CH:5]=[CH:6][C:7]3[CH2:13][CH2:12][CH:11]([N:14]4[CH2:19][CH2:18][O:17][CH2:16][CH2:15]4)[CH2:10][CH2:9][C:8]=3[C:3]=2[O:2][CH3:1])=[N:23][CH:24]=1. (2) Given the reactants CC1C=CC(S(O[CH2:12][CH2:13][CH2:14][C:15]2[C:23]3[C:18](=[CH:19][CH:20]=[C:21]([O:24][CH3:25])[CH:22]=3)[NH:17][CH:16]=2)(=O)=O)=CC=1.[CH3:26][O:27][C:28]1[CH:33]=[C:32]([O:34][CH3:35])[N:31]=[C:30]([N:36]2[CH2:41][CH2:40][NH:39][CH2:38][CH2:37]2)[N:29]=1.C(=O)([O-])[O-].[K+].[K+].[I-].[K+], predict the reaction product. The product is: [CH3:26][O:27][C:28]1[CH:33]=[C:32]([O:34][CH3:35])[N:31]=[C:30]([N:36]2[CH2:37][CH2:38][N:39]([CH2:12][CH2:13][CH2:14][C:15]3[C:23]4[C:18](=[CH:19][CH:20]=[C:21]([O:24][CH3:25])[CH:22]=4)[NH:17][CH:16]=3)[CH2:40][CH2:41]2)[N:29]=1. (3) Given the reactants C([O-])=O.[NH4+].[F:5][C:6]1[CH:7]=[CH:8][C:9]([N+:26]([O-])=O)=[C:10]([CH:25]=1)[O:11][CH:12]1[CH2:17][CH2:16][N:15]([C:18]([O:20][C:21]([CH3:24])([CH3:23])[CH3:22])=[O:19])[CH2:14][CH2:13]1, predict the reaction product. The product is: [NH2:26][C:9]1[CH:8]=[CH:7][C:6]([F:5])=[CH:25][C:10]=1[O:11][CH:12]1[CH2:17][CH2:16][N:15]([C:18]([O:20][C:21]([CH3:23])([CH3:24])[CH3:22])=[O:19])[CH2:14][CH2:13]1.